From a dataset of NCI-60 drug combinations with 297,098 pairs across 59 cell lines. Regression. Given two drug SMILES strings and cell line genomic features, predict the synergy score measuring deviation from expected non-interaction effect. Drug 1: C1CN1C2=NC(=NC(=N2)N3CC3)N4CC4. Drug 2: CS(=O)(=O)OCCCCOS(=O)(=O)C. Cell line: A549. Synergy scores: CSS=30.0, Synergy_ZIP=-2.53, Synergy_Bliss=-6.32, Synergy_Loewe=-5.04, Synergy_HSA=-3.14.